Dataset: Catalyst prediction with 721,799 reactions and 888 catalyst types from USPTO. Task: Predict which catalyst facilitates the given reaction. (1) Reactant: [H-].[Na+].[CH:3]1([CH2:7][N:8]([C:11]2[N:16]=[C:15]3[N:17]([CH3:21])[N:18]=[C:19]([CH3:20])[C:14]3=[CH:13][C:12]=2[CH2:22][NH:23][C:24]2[CH:28]=[C:27]([CH3:29])[O:26][N:25]=2)[CH2:9][CH3:10])[CH2:6][CH2:5][CH2:4]1.[F:30][C:31]([F:45])([F:44])[C:32]1[CH:33]=[C:34]([CH:37]=[C:38]([C:40]([F:43])([F:42])[F:41])[CH:39]=1)[CH2:35]Br.C(OCC)(=O)C. Product: [F:30][C:31]([F:44])([F:45])[C:32]1[CH:33]=[C:34]([CH:37]=[C:38]([C:40]([F:43])([F:41])[F:42])[CH:39]=1)[CH2:35][N:23]([CH2:22][C:12]1[CH:13]=[C:14]2[C:19]([CH3:20])=[N:18][N:17]([CH3:21])[C:15]2=[N:16][C:11]=1[N:8]([CH2:7][CH:3]1[CH2:6][CH2:5][CH2:4]1)[CH2:9][CH3:10])[C:24]1[CH:28]=[C:27]([CH3:29])[O:26][N:25]=1. The catalyst class is: 18. (2) Reactant: [C:1]([O:9][CH2:10][C:11]1[C:12]([C:24]2[CH:29]=[C:28]([F:30])[CH:27]=[CH:26][C:25]=2[O:31][CH3:32])=[CH:13][CH:14]=[C:15]2[C:20]=1[NH:19][C:18](=[O:21])[C:17]([CH3:23])([CH3:22])[NH:16]2)(=[O:8])[C:2]1[CH:7]=[CH:6][CH:5]=[CH:4][CH:3]=1.CI.[C:35](=O)([O-])[O-]. Product: [C:1]([O:9][CH2:10][C:11]1[C:12]([C:24]2[CH:29]=[C:28]([F:30])[CH:27]=[CH:26][C:25]=2[O:31][CH3:32])=[CH:13][CH:14]=[C:15]2[C:20]=1[N:19]([CH3:35])[C:18](=[O:21])[C:17]([CH3:23])([CH3:22])[NH:16]2)(=[O:8])[C:2]1[CH:7]=[CH:6][CH:5]=[CH:4][CH:3]=1. The catalyst class is: 42. (3) Reactant: Br[C:2]1[CH:3]=[C:4]([CH2:9][NH:10][C:11]([C:13]2[CH:18]=[CH:17][CH:16]=[C:15]([C:19]([NH:21][CH2:22][C:23]3[C:24]([NH:36][CH:37]4[CH2:42][CH2:41][O:40][CH2:39][CH2:38]4)=[C:25]4[CH:33]=[N:32][N:31]([CH2:34][CH3:35])[C:26]4=[N:27][C:28]=3[CH2:29][CH3:30])=[O:20])[N:14]=2)=[O:12])[CH:5]=[CH:6][C:7]=1[CH3:8].CC1(C)C(C)(C)OB([C:51]2[CH:52]=[C:53]([CH2:57][CH:58]3[CH2:63][CH2:62][N:61]([C:64]([O:66][C:67]([CH3:70])([CH3:69])[CH3:68])=[O:65])[CH2:60][CH2:59]3)[CH:54]=[CH:55][CH:56]=2)O1.C([O-])([O-])=O.[Na+].[Na+]. Product: [CH2:34]([N:31]1[C:26]2=[N:27][C:28]([CH2:29][CH3:30])=[C:23]([CH2:22][NH:21][C:19]([C:15]3[N:14]=[C:13]([C:11]([NH:10][CH2:9][C:4]4[CH:5]=[CH:6][C:7]([CH3:8])=[C:2]([C:55]5[CH:56]=[CH:51][CH:52]=[C:53]([CH2:57][CH:58]6[CH2:59][CH2:60][N:61]([C:64]([O:66][C:67]([CH3:70])([CH3:69])[CH3:68])=[O:65])[CH2:62][CH2:63]6)[CH:54]=5)[CH:3]=4)=[O:12])[CH:18]=[CH:17][CH:16]=3)=[O:20])[C:24]([NH:36][CH:37]3[CH2:42][CH2:41][O:40][CH2:39][CH2:38]3)=[C:25]2[CH:33]=[N:32]1)[CH3:35]. The catalyst class is: 117. (4) Reactant: [N:1]1([C:10]2[N:14]([CH3:15])[N:13]=[C:12]([CH3:16])[C:11]=2/[CH:17]=[CH:18]/[C:19]([NH:21][S:22]([CH2:25][CH2:26][CH2:27][CH2:28][CH3:29])(=[O:24])=[O:23])=[O:20])[C:9]2[C:4](=[CH:5][CH:6]=[CH:7][CH:8]=2)[CH:3]=[CH:2]1.C(=O)([O-])O.[K+:34]. Product: [N:1]1([C:10]2[N:14]([CH3:15])[N:13]=[C:12]([CH3:16])[C:11]=2/[CH:17]=[CH:18]/[C:19]([N-:21][S:22]([CH2:25][CH2:26][CH2:27][CH2:28][CH3:29])(=[O:24])=[O:23])=[O:20])[C:9]2[C:4](=[CH:5][CH:6]=[CH:7][CH:8]=2)[CH:3]=[CH:2]1.[K+:34]. The catalyst class is: 5.